Dataset: Forward reaction prediction with 1.9M reactions from USPTO patents (1976-2016). Task: Predict the product of the given reaction. (1) Given the reactants [CH3:1][O:2][C:3]1[CH:4]=[C:5]2[C:10](=[CH:11][C:12]=1[O:13][CH3:14])[CH:9]([CH2:15][C:16]1[CH:25]=[CH:24][C:23]3[C:18](=[CH:19][CH:20]=[CH:21][CH:22]=3)[CH:17]=1)[NH:8][CH2:7][CH2:6]2.C(N[C@H](C1C=CC=CC=1)C(O)=O)(=O)C.CC(C)=O, predict the reaction product. The product is: [CH3:1][O:2][C:3]1[CH:4]=[C:5]2[C:10](=[CH:11][C:12]=1[O:13][CH3:14])[C@H:9]([CH2:15][C:16]1[CH:25]=[CH:24][C:23]3[C:18](=[CH:19][CH:20]=[CH:21][CH:22]=3)[CH:17]=1)[NH:8][CH2:7][CH2:6]2. (2) Given the reactants [Cl-].[NH4+:2].[O:3]1[CH:7]=[CH:6][CH:5]=[C:4]1C=O.[C-:10]#[N:11].[Na+].[BrH:13].[CH3:14]C(OC)(C)C, predict the reaction product. The product is: [Br-:13].[C:14]([CH:10]([C:4]1[O:3][CH:7]=[CH:6][CH:5]=1)[NH3+:11])#[N:2]. (3) Given the reactants [C:1]([O:5][C:6]([N:8]1[CH2:13][CH2:12][CH:11]([C:14](=[O:24])[NH:15][C:16]2[CH:21]=[CH:20][C:19]([F:22])=[CH:18][C:17]=2[Br:23])[CH2:10][CH2:9]1)=[O:7])([CH3:4])([CH3:3])[CH3:2].[CH2:25](Br)[C:26]1[CH:31]=[CH:30][CH:29]=[CH:28][CH:27]=1, predict the reaction product. The product is: [C:1]([O:5][C:6]([N:8]1[CH2:13][CH2:12][CH:11]([C:14](=[O:24])[N:15]([CH2:25][C:26]2[CH:31]=[CH:30][CH:29]=[CH:28][CH:27]=2)[C:16]2[CH:21]=[CH:20][C:19]([F:22])=[CH:18][C:17]=2[Br:23])[CH2:10][CH2:9]1)=[O:7])([CH3:4])([CH3:2])[CH3:3]. (4) Given the reactants [CH3:1][C:2]1([CH3:30])[O:15][C:5]2([CH2:16][NH:17][C:18]([CH:20]3[CH2:25][CH2:24][CH:23]([NH:26]C(=O)O)[CH2:22][CH2:21]3)=[O:19])[O:6][CH2:7][CH:8]3[O:12][C:11]([CH3:14])([CH3:13])[O:10][CH:9]3[CH:4]2[O:3]1, predict the reaction product. The product is: [CH3:1][C:2]1([CH3:30])[O:15][C:5]2([CH2:16][NH:17][C:18]([CH:20]3[CH2:21][CH2:22][CH:23]([NH2:26])[CH2:24][CH2:25]3)=[O:19])[O:6][CH2:7][CH:8]3[O:12][C:11]([CH3:13])([CH3:14])[O:10][CH:9]3[CH:4]2[O:3]1. (5) The product is: [N:30]([CH2:2][CH2:3][CH2:4][S:5]([O:8][CH2:9][C:10]([CH3:29])([CH3:28])[C@@H:11]([O:20][CH2:21][C:22]1[CH:27]=[CH:26][CH:25]=[CH:24][CH:23]=1)[C:12]([O:14][CH2:15][CH2:16][CH:17]([CH3:19])[CH3:18])=[O:13])(=[O:7])=[O:6])=[N+:31]=[N-:32]. Given the reactants Cl[CH2:2][CH2:3][CH2:4][S:5]([O:8][CH2:9][C:10]([CH3:29])([CH3:28])[C@@H:11]([O:20][CH2:21][C:22]1[CH:27]=[CH:26][CH:25]=[CH:24][CH:23]=1)[C:12]([O:14][CH2:15][CH2:16][CH:17]([CH3:19])[CH3:18])=[O:13])(=[O:7])=[O:6].[N-:30]=[N+:31]=[N-:32].[Na+], predict the reaction product. (6) Given the reactants [Cl:1][C:2]1[CH:24]=[CH:23][C:5]([CH2:6][NH:7][C:8]([C:10]2[C:11](=[O:22])[C:12]3[CH:19]=[C:18]([CH2:20]O)[S:17][C:13]=3[N:14]([CH3:16])[CH:15]=2)=[O:9])=[CH:4][CH:3]=1.N1C(C)=CC(C)=CC=1C.CS(Cl)(=O)=O.[NH:39]1[CH2:44][CH2:43][S:42][CH2:41][CH2:40]1, predict the reaction product. The product is: [Cl:1][C:2]1[CH:3]=[CH:4][C:5]([CH2:6][NH:7][C:8]([C:10]2[C:11](=[O:22])[C:12]3[CH:19]=[C:18]([CH2:20][N:39]4[CH2:44][CH2:43][S:42][CH2:41][CH2:40]4)[S:17][C:13]=3[N:14]([CH3:16])[CH:15]=2)=[O:9])=[CH:23][CH:24]=1. (7) Given the reactants Cl[C:2]1[CH:3]=[C:4]([C:9]2[N:13]3[CH:14]=[CH:15][C:16]([C:19]([OH:22])([CH3:21])[CH3:20])=[C:17]([F:18])[C:12]3=[N:11][CH:10]=2)[CH:5]=[CH:6][C:7]=1[F:8].[F:23][C:24]1[CH:29]=[C:28]([O:30][CH3:31])[CH:27]=[CH:26][C:25]=1B1OC(C)(C)C(C)(C)O1, predict the reaction product. The product is: [F:8][C:7]1[CH:6]=[CH:5][C:4]([C:9]2[N:13]3[CH:14]=[CH:15][C:16]([C:19]([OH:22])([CH3:21])[CH3:20])=[C:17]([F:18])[C:12]3=[N:11][CH:10]=2)=[CH:3][C:2]=1[C:25]1[CH:26]=[CH:27][C:28]([O:30][CH3:31])=[CH:29][C:24]=1[F:23]. (8) Given the reactants COC1C=CC(CCC2C=CC(OC)=CC=2)=C(C2C=CC=C(O)C=2)C=1.Cl.ClCCN1CCCCC1.C[O:37][C:38]1[CH:39]=[CH:40][C:41]([CH2:59][CH2:60][C:61]2[CH:66]=[CH:65][C:64]([O:67]C)=[CH:63][CH:62]=2)=[C:42]([C:44]2[CH:49]=[CH:48][CH:47]=[C:46]([O:50][CH2:51][CH2:52][N:53]3[CH2:58][CH2:57][CH2:56][CH2:55][CH2:54]3)[CH:45]=2)[CH:43]=1, predict the reaction product. The product is: [OH:67][C:64]1[CH:63]=[CH:62][C:61]([CH2:60][CH2:59][C:41]2[C:42]([C:44]3[CH:49]=[CH:48][CH:47]=[C:46]([O:50][CH2:51][CH2:52][N:53]4[CH2:58][CH2:57][CH2:56][CH2:55][CH2:54]4)[CH:45]=3)=[CH:43][C:38]([OH:37])=[CH:39][CH:40]=2)=[CH:66][CH:65]=1. (9) Given the reactants [CH2:1]([NH:15][C:16](=[O:22])[C:17]([O:19]CC)=O)[CH2:2][CH2:3][CH2:4][CH2:5][CH2:6][NH:7][C:8](=[O:14])[C:9]([O:11]CC)=O.[CH2:23]([NH2:35])[CH2:24][CH2:25][CH2:26][CH2:27][CH2:28][CH2:29][CH2:30][CH2:31][CH2:32][CH2:33][CH3:34], predict the reaction product. The product is: [CH2:6]([NH:7][C:8](=[O:14])[C:9]([NH:35][CH2:23][CH2:24][CH2:25][CH2:26][CH2:27][CH2:28][CH2:29][CH2:30][CH2:31][CH2:32][CH2:33][CH3:34])=[O:11])[CH2:5][CH2:4][CH2:3][CH2:2][CH2:1][NH:15][C:16](=[O:22])[C:17]([NH:35][CH2:23][CH2:24][CH2:25][CH2:26][CH2:27][CH2:28][CH2:29][CH2:30][CH2:31][CH2:32][CH2:33][CH3:34])=[O:19].